Dataset: Forward reaction prediction with 1.9M reactions from USPTO patents (1976-2016). Task: Predict the product of the given reaction. (1) Given the reactants [CH2:1]([O:8][C:9]1[CH:10]=[CH:11][C:12]([CH:21]=[CH2:22])=[C:13]2[C:18]=1[NH:17][C:16](=[O:19])[C:15]([CH3:20])=[CH:14]2)[C:2]1[CH:7]=[CH:6][CH:5]=[CH:4][CH:3]=1.CC1(C)O[O:25]1, predict the reaction product. The product is: [CH2:1]([O:8][C:9]1[CH:10]=[CH:11][C:12]([CH:21]2[CH2:22][O:25]2)=[C:13]2[C:18]=1[NH:17][C:16](=[O:19])[C:15]([CH3:20])=[CH:14]2)[C:2]1[CH:3]=[CH:4][CH:5]=[CH:6][CH:7]=1. (2) Given the reactants CN(C[C:5]1[C:9]2[CH:10]=[CH:11][CH:12]=[CH:13][C:8]=2[O:7][C:6]=1[C:14]([OH:16])=O)C.CCN=C=NCCC[N:25]([CH3:27])[CH3:26].Cl.[CH:29]1[CH:30]=[CH:31][C:32]2N(O)N=N[C:33]=2[CH:34]=1.[OH2:39].[CH2:40]([N:42](CC)CC)[CH3:41].C[CH2:48][O:49][C:50](C)=[O:51], predict the reaction product. The product is: [CH3:27][N:25]([CH3:26])[C:5]1[C:9]2[CH:10]=[CH:11][CH:12]=[CH:13][C:8]=2[O:7][C:6]=1[C:14]([NH:42][CH2:40][CH2:41][O:39][C:29]1[CH:30]=[CH:31][C:32]([C:50]([O:49][CH3:48])=[O:51])=[CH:33][CH:34]=1)=[O:16]. (3) Given the reactants [Cl:1][C:2]1[C:3]2[CH:13]=[CH:12][CH:11]=[CH:10][C:4]=2[S:5][C:6]=1[C:7]([OH:9])=O.CN(C=O)C.C(Cl)(=O)C(Cl)=O.[NH2:25][C:26]1[CH:31]=[CH:30][C:29]([C:32]([C:34]2[CH:39]=[CH:38][C:37]([O:40][CH3:41])=[CH:36][CH:35]=2)=[O:33])=[CH:28][CH:27]=1, predict the reaction product. The product is: [Cl:1][C:2]1[C:3]2[CH:13]=[CH:12][CH:11]=[CH:10][C:4]=2[S:5][C:6]=1[C:7]([NH:25][C:26]1[CH:27]=[CH:28][C:29]([C:32](=[O:33])[C:34]2[CH:39]=[CH:38][C:37]([O:40][CH3:41])=[CH:36][CH:35]=2)=[CH:30][CH:31]=1)=[O:9]. (4) Given the reactants [OH:1][C:2]1[CH:11]=[CH:10][C:9]2[C:4](=[CH:5][CH:6]=[CH:7][CH:8]=2)[C:3]=1[C:12]1[O:13][C:14]2[CH:20]=[CH:19][C:18]([CH3:21])=[CH:17][C:15]=2[N:16]=1.[C:22]1([B:28](O[B:28]([C:22]2[CH:23]=[CH:24][CH:25]=[CH:26][CH:27]=2)[C:29]2[CH:30]=[CH:31][CH:32]=[CH:33][CH:34]=2)[C:29]2[CH:34]=[CH:33][CH:32]=[CH:31][CH:30]=2)[CH:27]=[CH:26][CH:25]=[CH:24][CH:23]=1, predict the reaction product. The product is: [C:29]1([B:28]([C:22]2[CH:23]=[CH:24][CH:25]=[CH:26][CH:27]=2)[O:1][C:2]2[CH:11]=[CH:10][C:9]3[C:4](=[CH:5][CH:6]=[CH:7][CH:8]=3)[C:3]=2[C:12]2[O:13][C:14]3[CH:20]=[CH:19][C:18]([CH3:21])=[CH:17][C:15]=3[N:16]=2)[CH:30]=[CH:31][CH:32]=[CH:33][CH:34]=1. (5) Given the reactants [Cl:1][C:2]1[C:10]([F:11])=[CH:9][C:5]([C:6](O)=[O:7])=[C:4]([F:12])[CH:3]=1.B.C1COCC1.Cl, predict the reaction product. The product is: [Cl:1][C:2]1[C:10]([F:11])=[CH:9][C:5]([CH2:6][OH:7])=[C:4]([F:12])[CH:3]=1.